From a dataset of Reaction yield outcomes from USPTO patents with 853,638 reactions. Predict the reaction yield, written as a fraction of the theoretical maximum amount of product (1.0 means a 100% yield; for example, 0.34 means a 34% yield). The reactants are C[O:2][C:3]1[CH:4]=[C:5]([CH:14]=[CH:15][C:16]2[CH:21]=[CH:20][CH:19]=[CH:18][CH:17]=2)[CH:6]=[C:7]([O:12]C)[C:8]=1[CH2:9][CH2:10][CH3:11].B(Br)(Br)Br.O.[OH-].[Na+]. The catalyst is C(Cl)Cl. The product is [C:16]1([CH:15]=[CH:14][C:5]2[CH:4]=[C:3]([OH:2])[C:8]([CH2:9][CH2:10][CH3:11])=[C:7]([OH:12])[CH:6]=2)[CH:17]=[CH:18][CH:19]=[CH:20][CH:21]=1. The yield is 0.677.